Predict the product of the given reaction. From a dataset of Forward reaction prediction with 1.9M reactions from USPTO patents (1976-2016). (1) Given the reactants [OH-].[Na+].C(O)(=O)C.[CH3:7][S:8]([C:11]1[CH:16]=[CH:15][CH:14]=[CH:13][C:12]=1[C:17]1[CH:22]=[CH:21][C:20]([NH:23][C:24](=[O:39])[CH:25]([O:29][C:30]2[CH:35]=[CH:34][CH:33]=[C:32]([C:36](=[NH:38])[NH2:37])[CH:31]=2)[CH2:26][CH2:27][CH3:28])=[CH:19][CH:18]=1)(=[O:10])=[O:9].Cl[C:41]([O:43][CH3:44])=[O:42], predict the reaction product. The product is: [CH3:44][O:43][C:41](=[O:42])[NH:38][C:36](=[NH:37])[C:32]1[CH:33]=[CH:34][CH:35]=[C:30]([O:29][CH:25]([C:24](=[O:39])[NH:23][C:20]2[CH:19]=[CH:18][C:17]([C:12]3[CH:13]=[CH:14][CH:15]=[CH:16][C:11]=3[S:8]([CH3:7])(=[O:9])=[O:10])=[CH:22][CH:21]=2)[CH2:26][CH2:27][CH3:28])[CH:31]=1. (2) Given the reactants [O:1]=[C:2]1[C:11]([C:12]([O:14][CH2:15][CH3:16])=[O:13])=[N:10][C:9]2[C:4](=[CH:5][CH:6]=[CH:7][CH:8]=2)[N:3]1[CH2:17][C:18]#[CH:19].Cl[CH2:21][CH:22]=[N:23][OH:24].C(N(CC)CC)C, predict the reaction product. The product is: [CH3:21][C:22]1[CH:19]=[C:18]([CH2:17][N:3]2[C:4]3[C:9](=[CH:8][CH:7]=[CH:6][CH:5]=3)[N:10]=[C:11]([C:12]([O:14][CH2:15][CH3:16])=[O:13])[C:2]2=[O:1])[O:24][N:23]=1.